Predict the product of the given reaction. From a dataset of Forward reaction prediction with 1.9M reactions from USPTO patents (1976-2016). (1) Given the reactants [CH3:1][C:2]1([CH3:14])[C:10]2[C:5](=[CH:6][C:7]([N+:11]([O-:13])=[O:12])=[CH:8][CH:9]=2)[NH:4][CH2:3]1.[CH3:15][N:16]1[CH2:21][CH2:20][C:19](=O)[CH2:18][CH2:17]1.[BH-](OC(C)=O)(OC(C)=O)OC(C)=O.[Na+].C([O-])(O)=O.[Na+], predict the reaction product. The product is: [CH3:1][C:2]1([CH3:14])[C:10]2[C:5](=[CH:6][C:7]([N+:11]([O-:13])=[O:12])=[CH:8][CH:9]=2)[N:4]([CH:19]2[CH2:20][CH2:21][N:16]([CH3:15])[CH2:17][CH2:18]2)[CH2:3]1. (2) Given the reactants [F:1][C:2]1[CH:3]=[C:4]([C:14]2[CH2:17][CH:16]([C:18]([NH:20][CH2:21][CH:22]([CH3:24])[CH3:23])=[O:19])[CH:15]=2)[CH:5]=[CH:6][C:7]=1[CH2:8][N:9]1[CH2:13][CH2:12][CH2:11][CH2:10]1.[H][H], predict the reaction product. The product is: [CH2:21]([NH:20][C:18]([CH:16]1[CH2:17][CH:14]([C:4]2[CH:5]=[CH:6][C:7]([CH2:8][N:9]3[CH2:13][CH2:12][CH2:11][CH2:10]3)=[C:2]([F:1])[CH:3]=2)[CH2:15]1)=[O:19])[CH:22]([CH3:24])[CH3:23]. (3) The product is: [O:9]=[CH:7][C@@H:6]([C@H:5]([C@@H:4]([C@@H:3]([CH2:2][OH:34])[OH:8])[OH:33])[OH:32])[OH:36]. Given the reactants C[C@@H:2]([OH:34])[C@H:3]1[O:8][C@H:7]([O:9][C@H]2[C@H](O)[C@@H](O[C@H]3OC[C@@](O)(C)[C@H](NC)[C@H]3O)[C@H](N)C[C@@H]2N)[C@H:6](N)[C@@H:5]([OH:32])[C@@H:4]1[OH:33].P([O-])([O-])([O-])=[O:36].[K+].[K+].[K+], predict the reaction product. (4) Given the reactants [C:1]([C:3](=[C:7](SC)SC)[C:4]([NH2:6])=[O:5])#[N:2].[NH2:12][C:13]1[CH:18]=[CH:17][C:16]([C:19](=O)[CH3:20])=[CH:15][CH:14]=1.[OH2:22].[NH2:23][NH2:24], predict the reaction product. The product is: [C:19]([C:16]1[CH:17]=[CH:18][C:13]([NH:12][C:7]2[C:3]([C:4]([NH2:6])=[O:5])=[C:1]([NH2:2])[NH:24][N:23]=2)=[CH:14][CH:15]=1)(=[O:22])[CH3:20]. (5) Given the reactants [C:1]([O:9][C@H:10]1[C@@H:15]([O:16][C:17](=[O:24])[C:18]2[CH:23]=[CH:22][CH:21]=[CH:20][CH:19]=2)[C@H:14]2[CH2:25][C@@H:11]1[C:12](=[O:33])[N:13]2[C:26]([O:28][C:29]([CH3:32])([CH3:31])[CH3:30])=[O:27])(=[O:8])[C:2]1[CH:7]=[CH:6][CH:5]=[CH:4][CH:3]=1.[BH4-].[Na+], predict the reaction product. The product is: [C:1]([O:9][C@@H:10]1[C@@H:11]([CH2:12][OH:33])[CH2:25][C@@H:14]([NH:13][C:26]([O:28][C:29]([CH3:32])([CH3:31])[CH3:30])=[O:27])[C@@H:15]1[O:16][C:17](=[O:24])[C:18]1[CH:19]=[CH:20][CH:21]=[CH:22][CH:23]=1)(=[O:8])[C:2]1[CH:3]=[CH:4][CH:5]=[CH:6][CH:7]=1.